From a dataset of Experimentally validated miRNA-target interactions with 360,000+ pairs, plus equal number of negative samples. Binary Classification. Given a miRNA mature sequence and a target amino acid sequence, predict their likelihood of interaction. (1) The miRNA is hsa-miR-1301-5p with sequence CGCUCUAGGCACCGCAGCA. The protein sequence of the target gene is MAPLLPIRTLPLILILLALLSPGAADFNISSLSGLLSPALTESLLVALPPCHLTGGNATLMVRRANDSKVVTSSFVVPPCRGRRELVSVVDSGAGFTVTRLSAYQVTNLVPGTKFYISYLVKKGTATESSREIPMSTLPRRNMESIGLGMARTGGMVVITVLLSVAMFLLVLGFIIALALGSRK. Result: 1 (interaction). (2) The miRNA is rno-miR-208b-3p with sequence AUAAGACGAACAAAAGGU. The protein sequence of the target gene is MRPLPGAPGVAAAAALLLLLLPRARSDEHEHTYQDKEEVVLWMNTVGPYHNRQETYKYFSLPFCVGSKKSISHYHETLGEALQGVELEFSGLDIKFKDDVMPGTYCEIDLDKEKRDAFVYAIKNHYWYQMYIDDLPIWGIVGEADENGEDYYLWTYKKLEIGFNGNRIVDVNLTSEGKVKLVPNTKIQMSYSVKWKKSDVKFEDRFDKYLDPSFFQHRIHWFSIFNSFMMVIFLVGLVSMILMRTLRKDYARYSKEEEMDDMDRDLGDEYGWKQVHGDVFRPSSHPLIFSSLIGSGCQIF.... Result: 0 (no interaction). (3) The miRNA is hsa-miR-1272 with sequence GAUGAUGAUGGCAGCAAAUUCUGAAA. The protein sequence of the target gene is MGHPPLEFSDCYLDSPDFRERLKCYEQELERTNKFIKDVIKDGNALISAMRNYSSAVQKFSQTLQSFQFDFIGDTLTDDEINIAESFKEFAELLNEVENERMMMVHNASDLLIKPLENFRKEQIGFTKERKKKFEKDGERFYSLLDRHLHLSSKKKESQLQEADLQVDKERHNFFESSLDYVYQIQEVQESKKFNIVEPVLAFLHSLFISNSLTVELTQDFLPYKQQLQLSLQNTRNHFSSTREEMEELKKRMKEAPQTCKLPGQPTIEGYLYTQEKWALGISWVKYYCQYEKETKTLTM.... Result: 1 (interaction). (4) The miRNA is mmu-miR-367-3p with sequence AAUUGCACUUUAGCAAUGGUGA. The protein sequence of the target gene is MSEAGEATTGGTTLPQAAADAPAAAPPDPAPKSPAASGAPQAPAPAALLAGSPGGDAAPGPAPASSAPAGGEDAEKKVLATKVLGTVKWFNVRNGYGFINRNDTKEDVFVHQTAIKKNNPRKYLRSVGDGETVEFDVVEGEKGAEAANVTGPDGVPVEGSRYAADRRRYRRGYYGRRRGPPRNYAGEEEEEGSGSSEGFEPPAADGQFSGARNQLRRPQYRPPYRQRRFPPYHVGQTFDRRSRVFPHPNRMQAGEIGEMKDGVPEGTQLQAHRNPTYRPRFRRGPARPRPAPAIGEAEDK.... Result: 0 (no interaction). (5) The miRNA is hsa-miR-221-3p with sequence AGCUACAUUGUCUGCUGGGUUUC. The protein sequence of the target gene is MANNSPALTGNSQPQHQAAAAVTQQQQQCGGGGGATKPAVSGKQGNVLPLWGNEKTMNLNPMILTNILSSPYFKVQLYELKTYHEVVDEIYFKVTHVEPWEKGSRKTAGQTGMCGGVRGVGTGGIVSTAFCLLYKLFTLKLTRKQVMGLITHTDSPYIRALGFMYIRYTQPPTDLWDWFESFLDDEEDLDVKAGGGCVMTIGEMLRSFLTKLEWFSTLFPRIPVPVQKNIDQQIKTRPRKIKKDGKEGIEEIDRHVERRRSRSPRRSLSPRRSPRRSRSRSHHREGHGSSSFDRELEREK.... Result: 0 (no interaction). (6) The miRNA is hsa-miR-5699-5p with sequence UGCCCCAACAAGGAAGGACAAG. The protein sequence of the target gene is MLGLEGPCWVGPGPDGGLAVSEEFGDVRLFGSARQPLGSLGGWTGHTFGCPAGICSNSEGNVIVADEQRRQVTLFPRAGPPICLVSEGLGQPLGVACAPQGQLLVADAKDNSIKVYQGLKELA. Result: 1 (interaction). (7) The miRNA is mmu-miR-496a-3p with sequence UGAGUAUUACAUGGCCAAUCUC. The protein sequence of the target gene is MGSQTLQILRQGVWAALSGGWYYDPHQATFVNALHLYLWLFLLGLPFTLYMALPSTMIIVAVYCPVIAAVFIVLKMVNYRLHRALDAGEVVDRTANEFTDQRTKAEQGNCSTRRKDSNGPSDPGGGIEMSEFIREATPPVGCSSRNSYAGLDPSNQIGSGSSRLGTAATIKGDTDTAKTSDDISLSLGQSSSLCKEGSEEQDLAADRKLFRLVSNDSFISIQPSLSSCGQDLPRDFSDKVNLPSHNHHHHVDQSLSSACDTEVASLVPLHSHSYRKDHRPRGVPRTSSSAVAFPDTSLND.... Result: 0 (no interaction).